The task is: Predict the reactants needed to synthesize the given product.. This data is from Full USPTO retrosynthesis dataset with 1.9M reactions from patents (1976-2016). (1) Given the product [C:8]([O:12][C:13]([N:15]1[CH2:20][CH2:19][N:18]([CH2:21][C:22]2[CH:27]=[CH:26][CH:25]=[C:24]([C:28]3[CH:33]=[CH:32][N:31]=[C:30]([Cl:34])[N:29]=3)[CH:23]=2)[CH2:17][C@H:16]1[CH3:35])=[O:14])([CH3:11])([CH3:9])[CH3:10], predict the reactants needed to synthesize it. The reactants are: C1(O)C=CC=CC=1.[C:8]([O:12][C:13]([N:15]1[CH2:20][CH2:19][N:18]([CH2:21][C:22]2[CH:27]=[CH:26][CH:25]=[C:24]([C:28]3[CH:33]=[CH:32][N:31]=[C:30]([Cl:34])[N:29]=3)[CH:23]=2)[CH2:17][C@@H:16]1[CH3:35])=[O:14])([CH3:11])([CH3:10])[CH3:9].NCCC1C=CC(O)=CC=1. (2) The reactants are: C(NC(C)C)(C)C.[Li].[O:9]=[C:10]1[CH2:15][CH2:14][N:13]([C:16]([O:18][CH2:19][C:20]2[CH:25]=[CH:24][CH:23]=[CH:22][CH:21]=2)=[O:17])[CH2:12][CH2:11]1.C1C=CC(N([S:33]([C:36]([F:39])([F:38])[F:37])(=[O:35])=[O:34])[S:33]([C:36]([F:39])([F:38])[F:37])(=[O:35])=[O:34])=CC=1. Given the product [F:37][C:36]([F:39])([F:38])[S:33]([O:9][C:10]1[CH2:15][CH2:14][N:13]([C:16]([O:18][CH2:19][C:20]2[CH:25]=[CH:24][CH:23]=[CH:22][CH:21]=2)=[O:17])[CH2:12][CH:11]=1)(=[O:35])=[O:34], predict the reactants needed to synthesize it. (3) Given the product [CH3:34][CH:33]([C:32]1[N:36]=[C:27]([CH:13]2[CH2:14][CH:15]([C:17]3[CH:18]=[CH:19][C:20]([C:23]([F:26])([F:25])[F:24])=[CH:21][CH:22]=3)[CH2:16][N:11]([C:9]([N:6]3[CH2:5][CH2:4][CH:3]([C:1]#[N:2])[CH2:8][CH2:7]3)=[O:10])[CH2:12]2)[O:28][N:31]=1)[CH3:35], predict the reactants needed to synthesize it. The reactants are: [C:1]([CH:3]1[CH2:8][CH2:7][N:6]([C:9]([N:11]2[CH2:16][CH:15]([C:17]3[CH:22]=[CH:21][C:20]([C:23]([F:26])([F:25])[F:24])=[CH:19][CH:18]=3)[CH2:14][CH:13]([C:27](O)=[O:28])[CH2:12]2)=[O:10])[CH2:5][CH2:4]1)#[N:2].O[NH:31][C:32](=[NH:36])[CH:33]([CH3:35])[CH3:34]. (4) Given the product [C:34]([C:29]1[N:30]=[C:31]([CH3:33])[N:32]=[C:27]([N:26]([CH2:25][C:24]2[CH:23]=[CH:22][C:21]([O:20][CH3:40])=[CH:37][CH:36]=2)[CH2:2][CH2:3][C@H:4]2[CH2:6][C@H:5]2[CH:7]2[CH2:12][CH2:11][N:10]([C:13]([O:15][C:16]([CH3:19])([CH3:18])[CH3:17])=[O:14])[CH2:9][CH2:8]2)[CH:28]=1)#[N:35], predict the reactants needed to synthesize it. The reactants are: I[CH2:2][CH2:3][C@H:4]1[CH2:6][C@H:5]1[CH:7]1[CH2:12][CH2:11][N:10]([C:13]([O:15][C:16]([CH3:19])([CH3:18])[CH3:17])=[O:14])[CH2:9][CH2:8]1.[OH:20][C:21]1[CH:37]=[CH:36][C:24]([CH2:25][NH:26][C:27]2[N:32]=[C:31]([CH3:33])[N:30]=[C:29]([C:34]#[N:35])[CH:28]=2)=[CH:23][CH:22]=1.[H-].[Na+].[CH3:40]N(C=O)C. (5) Given the product [NH2:24][CH2:23][C:21]1[CH:20]=[CH:19][C:17]2[NH:18][C:14]([CH2:13][N:2]([CH3:1])[CH:3]3[C:12]4[N:11]=[CH:10][CH:9]=[CH:8][C:7]=4[CH2:6][CH2:5][CH2:4]3)=[N:15][C:16]=2[CH:22]=1, predict the reactants needed to synthesize it. The reactants are: [CH3:1][N:2]([CH2:13][C:14]1[NH:18][C:17]2[CH:19]=[CH:20][C:21]([C:23]#[N:24])=[CH:22][C:16]=2[N:15]=1)[CH:3]1[C:12]2[N:11]=[CH:10][CH:9]=[CH:8][C:7]=2[CH2:6][CH2:5][CH2:4]1. (6) Given the product [C:13]([O:12][C:11]([N:10]([CH2:9][C@@H:8]([C:4]1[CH:5]=[CH:6][CH:7]=[C:2]([Cl:1])[CH:3]=1)[OH:34])[CH2:18][CH2:19][C:20]1[CH:25]=[CH:24][C:23]([S:26][C:27]2[CH:28]=[CH:29][C:30]([O:33][CH2:42][C:43]([O:45][C:46]([CH3:49])([CH3:48])[CH3:47])=[O:44])=[CH:31][CH:32]=2)=[CH:22][CH:21]=1)=[O:17])([CH3:16])([CH3:14])[CH3:15], predict the reactants needed to synthesize it. The reactants are: [Cl:1][C:2]1[CH:3]=[C:4]([C@@H:8]([OH:34])[CH2:9][N:10]([CH2:18][CH2:19][C:20]2[CH:25]=[CH:24][C:23]([S:26][C:27]3[CH:32]=[CH:31][C:30]([OH:33])=[CH:29][CH:28]=3)=[CH:22][CH:21]=2)[C:11](=[O:17])[O:12][C:13]([CH3:16])([CH3:15])[CH3:14])[CH:5]=[CH:6][CH:7]=1.C(=O)([O-])[O-].[K+].[K+].Br[CH2:42][C:43]([O:45][C:46]([CH3:49])([CH3:48])[CH3:47])=[O:44]. (7) Given the product [Cl:24][C:12](=[O:14])[CH2:11][C:7]1[CH:6]=[C:5]([CH:10]=[CH:9][CH:8]=1)[C:3]([O:2][CH3:1])=[O:4], predict the reactants needed to synthesize it. The reactants are: [CH3:1][O:2][C:3]([C:5]1[CH:6]=[C:7]([CH2:11][C:12]([OH:14])=O)[CH:8]=[CH:9][CH:10]=1)=[O:4].N1C=CC=CC=1.C(Cl)(=O)C([Cl:24])=O.